From a dataset of Full USPTO retrosynthesis dataset with 1.9M reactions from patents (1976-2016). Predict the reactants needed to synthesize the given product. (1) Given the product [CH3:22][O:21][C:18]1[CH:19]=[CH:20][C:15]([CH2:14][CH2:13][NH:12][C:10]2[C:9]3[C:4](=[CH:5][CH:6]=[CH:7][CH:8]=3)[N:3]=[C:2]([N:23]3[CH2:29][CH2:28][CH2:27][CH:24]3[CH2:25][OH:26])[N:11]=2)=[CH:16][CH:17]=1, predict the reactants needed to synthesize it. The reactants are: Cl[C:2]1[N:11]=[C:10]([NH:12][CH2:13][CH2:14][C:15]2[CH:20]=[CH:19][C:18]([O:21][CH3:22])=[CH:17][CH:16]=2)[C:9]2[C:4](=[CH:5][CH:6]=[CH:7][CH:8]=2)[N:3]=1.[NH:23]1[CH2:29][CH2:28][CH2:27][C@H:24]1[CH2:25][OH:26].CCN(C(C)C)C(C)C. (2) Given the product [F:1][C:2]1[CH:7]=[CH:6][C:5]([N:8]2[CH2:29][C:28]3[C:19]4=[C:20]([C:21](=[O:25])[N:22]([CH3:24])[CH:23]=[C:18]4[C:10]4[CH:11]=[C:12]([CH2:15][C:16]#[N:17])[CH:13]=[CH:14][C:9]2=4)[NH:26][CH:27]=3)=[CH:4][CH:3]=1, predict the reactants needed to synthesize it. The reactants are: [F:1][C:2]1[CH:7]=[CH:6][C:5]([NH:8][C:9]2[CH:14]=[CH:13][C:12]([CH2:15][C:16]#[N:17])=[CH:11][C:10]=2[C:18]2[C:19]3[CH:28]=[CH:27][NH:26][C:20]=3[C:21](=[O:25])[N:22]([CH3:24])[CH:23]=2)=[CH:4][CH:3]=1.[CH2:29]=O. (3) Given the product [CH3:1][O:2][C:3]1[CH:8]=[CH:7][C:6]([NH:9][C:10]([C:12]2[CH:13]=[CH:14][C:15]([C:18]3[CH:19]=[CH:20][CH:21]=[CH:22][CH:23]=3)=[CH:16][CH:17]=2)=[O:11])=[CH:5][C:4]=1[NH:24][C:25](=[O:35])[CH2:26][N:27]1[CH2:31][CH2:30][CH2:29][O:34][CH2:32][CH2:33]1, predict the reactants needed to synthesize it. The reactants are: [CH3:1][O:2][C:3]1[CH:8]=[CH:7][C:6]([NH:9][C:10]([C:12]2[CH:17]=[CH:16][C:15]([C:18]3[CH:23]=[CH:22][CH:21]=[CH:20][CH:19]=3)=[CH:14][CH:13]=2)=[O:11])=[CH:5][C:4]=1[NH:24][C:25](=[O:35])[CH2:26][N:27]1[CH2:33][CH:32]2[O:34][CH:29]([CH2:30][CH2:31]2)C1.ClCC(NC1C=C(NC(C2C=CC(C3C=CC=CC=3)=CC=2)=O)C=CC=1OC)=O.Cl.O1CCCNCC1. (4) The reactants are: Br[Mg][CH2:3][CH2:4][CH2:5][CH:6]=[CH2:7].[CH:8]12[O:13][CH:12]1[CH2:11][O:10][CH2:9]2. Given the product [CH2:3]([C@@H:12]1[CH2:11][O:10][CH2:9][C@H:8]1[OH:13])[CH2:4][CH2:5][CH:6]=[CH2:7], predict the reactants needed to synthesize it. (5) Given the product [CH2:1]([N:8]1[CH2:14][C:13](=[CH2:18])[C:10]2([CH2:12][CH2:11]2)[CH2:9]1)[C:2]1[CH:7]=[CH:6][CH:5]=[CH:4][CH:3]=1, predict the reactants needed to synthesize it. The reactants are: [CH2:1]([N:8]1[CH2:14][C:13](=O)[C:10]2([CH2:12][CH2:11]2)[CH2:9]1)[C:2]1[CH:7]=[CH:6][CH:5]=[CH:4][CH:3]=1.Br[Zn][CH2:18][Zn]C[Zn]Br.C1OCCC1. (6) Given the product [CH3:1][O:2][C:3](=[O:32])[CH2:4][C:5]1[CH:6]=[C:7]([C:13]2[CH:18]=[CH:17][C:16]([C:19]([F:21])([F:20])[F:22])=[CH:15][C:14]=2[CH2:23][N:24]([CH2:25][C:26]2[CH:31]=[CH:30][CH:29]=[CH:28][CH:27]=2)[C:34]([O:36][CH3:37])=[O:35])[C:8]([O:11][CH3:12])=[CH:9][CH:10]=1, predict the reactants needed to synthesize it. The reactants are: [CH3:1][O:2][C:3](=[O:32])[CH2:4][C:5]1[CH:6]=[C:7]([C:13]2[CH:18]=[CH:17][C:16]([C:19]([F:22])([F:21])[F:20])=[CH:15][C:14]=2[CH2:23][NH:24][CH2:25][C:26]2[CH:31]=[CH:30][CH:29]=[CH:28][CH:27]=2)[C:8]([O:11][CH3:12])=[CH:9][CH:10]=1.Cl[C:34]([O:36][CH3:37])=[O:35]. (7) Given the product [Cl:10][CH2:12][C:13]1[CH:22]=[CH:21][C:20]2[C:15](=[CH:16][CH:17]=[C:18]([CH3:23])[CH:19]=2)[N:14]=1, predict the reactants needed to synthesize it. The reactants are: C1(C)C=CC(S([Cl:10])(=O)=O)=CC=1.[CH3:12][C:13]1(C)[CH:22]=[CH:21][C:20]2[C:15](=[CH:16][CH:17]=[C:18]([CH3:23])[CH:19]=2)[NH+:14]1[O-]. (8) Given the product [C:30]([C:24]1([C:18]2[CH:23]=[CH:22][CH:21]=[CH:20][CH:19]=2)[CH2:25][CH2:26][N:27]([C:2]2[C:7]([C:8]#[N:9])=[C:6]([NH:10][CH2:11][CH2:12][OH:13])[N:5]=[C:4]([NH:14][CH2:15][CH2:16][OH:17])[N:3]=2)[CH2:28][CH2:29]1)#[N:31], predict the reactants needed to synthesize it. The reactants are: Cl[C:2]1[C:7]([C:8]#[N:9])=[C:6]([NH:10][CH2:11][CH2:12][OH:13])[N:5]=[C:4]([NH:14][CH2:15][CH2:16][OH:17])[N:3]=1.[C:18]1([C:24]2([C:30]#[N:31])[CH2:29][CH2:28][NH:27][CH2:26][CH2:25]2)[CH:23]=[CH:22][CH:21]=[CH:20][CH:19]=1.C(N(C(C)C)C(C)C)C. (9) Given the product [Cl:1][C:2]1[CH:3]=[CH:4][C:5]([C:8](=[O:24])[CH2:9][CH:10]([C:11]2[CH:12]=[CH:13][CH:14]=[CH:15][CH:16]=2)[CH2:17][C:18]([OH:20])=[O:19])=[CH:6][CH:7]=1, predict the reactants needed to synthesize it. The reactants are: [Cl:1][C:2]1[CH:7]=[CH:6][C:5]([C:8](=[O:24])[CH2:9][CH:10]([CH:17](C(O)=O)[C:18]([OH:20])=[O:19])[C:11]2[CH:16]=[CH:15][CH:14]=[CH:13][CH:12]=2)=[CH:4][CH:3]=1.